Dataset: Peptide-MHC class II binding affinity with 134,281 pairs from IEDB. Task: Regression. Given a peptide amino acid sequence and an MHC pseudo amino acid sequence, predict their binding affinity value. This is MHC class II binding data. (1) The MHC is DRB1_1101 with pseudo-sequence DRB1_1101. The binding affinity (normalized) is 0.545. The peptide sequence is SLINSMKTSFSSRLL. (2) The MHC is HLA-DQA10401-DQB10402 with pseudo-sequence HLA-DQA10401-DQB10402. The binding affinity (normalized) is 0.110. The peptide sequence is RTEQKDFDGRSEFAY. (3) The peptide sequence is KWVQMCSRTLKNSHQ. The MHC is DRB1_0802 with pseudo-sequence DRB1_0802. The binding affinity (normalized) is 0.515. (4) The peptide sequence is VLEKLELLQRRFGGT. The MHC is DRB1_0801 with pseudo-sequence DRB1_0801. The binding affinity (normalized) is 0.611. (5) The peptide sequence is LKCRLKMDKLELKGM. The MHC is DRB5_0101 with pseudo-sequence DRB5_0101. The binding affinity (normalized) is 0.277. (6) The MHC is HLA-DPA10301-DPB10402 with pseudo-sequence HLA-DPA10301-DPB10402. The peptide sequence is VAEAAGKTKEGVLYV. The binding affinity (normalized) is 0.341. (7) The peptide sequence is TISNNLFFNHHKVML. The MHC is HLA-DPA10201-DPB11401 with pseudo-sequence HLA-DPA10201-DPB11401. The binding affinity (normalized) is 0.0191. (8) The peptide sequence is GQKYFKGNFQRLAIT. The MHC is HLA-DQA10401-DQB10402 with pseudo-sequence HLA-DQA10401-DQB10402. The binding affinity (normalized) is 0.107.